This data is from Experimentally validated miRNA-target interactions with 360,000+ pairs, plus equal number of negative samples. The task is: Binary Classification. Given a miRNA mature sequence and a target amino acid sequence, predict their likelihood of interaction. (1) The miRNA is hsa-miR-550a-3p with sequence UGUCUUACUCCCUCAGGCACAU. The protein sequence of the target gene is MTTLRAFTCDDLFRFNNINLDPLTETYGIPFYLQYLAHWPEYFIVAEAPGGELMGYIMGKAEGSVAREEWHGHVTALSVAPEFRRLGLAAKLMELLEEISERKGGFFVDLFVRVSNQVAVNMYKQLGYSVYRTVIEYYSASNGEPDEDAYDMRKALSRDTEKKSIIPLPHPVRPEDIE. Result: 1 (interaction). (2) The miRNA is mmu-miR-467c-5p with sequence UAAGUGCGUGCAUGUAUAUGUG. The protein sequence of the target gene is MRQADSQTQPSPAEQETPQPAGPSNRSPPTMGPQQTGSRKRKAAEVDQGAGTSSSPGPAAPMATAGEGNAEGSMLLTKRPRRPVAHLSMVNYLKGRALGADGHPGLAGFEGDLRSYGVLRLPELLRERQLTLGPLNKVFASQWLNARQVVCGTKCNTLFVVDVKTDHIMRIPLMRDRVPDLSRGPPSCGIHAVELNPSKTLLATGGENPNSLAVYQLPTLDPVCLGDCQGHRDWIFAIAWMSDTVAVSGSRDGTVALWKVDPDMFNGSIAWHKDAGLPVYAHISPTDMEAIPKATTNPGN.... Result: 0 (no interaction). (3) The miRNA is hsa-miR-6849-3p with sequence ACCAGCCUGUGUCCACCUCCAG. The protein sequence of the target gene is MAAARCWRPLLRGPRLSLHTAANAAATATETTCQDVAATPVARYPPIVASMTADSKAARLRRIERWQATVHAAESVDEKLRILTKMQFMKYMVYPQTFALNADRWYQYFTKTVFLSGLPPPPAEPEPEPEPEPEPALDLAALRAVACDCLLQEHFYLRRRRRVHRYEESEVISLPFLDQLVSTLVGLLSPHNPALAAAALDYRCPVHFYWVRGEEIIPRGHRRGRIDDLRYQIDDKPNNQIRISKQLAEFVPLDYSVPIEIPTIKCKPDKLPLFKRQYENHIFVGSKTADPCCYGHTQFH.... Result: 1 (interaction). (4) The protein sequence of the target gene is MNIDVEFHIRHNYPWNKLPANVRQSLGNSQREYEKQVVLYSIRNQLRYRNNLVKHVKKDERRYYEELLKYSRDHLMLYPYHLSDIMVKGLRITPFSYYTGIMEDIMNSEKSYDSLPNFTAADCLRLLGIGRNQYIDLMNQCRSSKKFFRRKTARDLLPIKPVEIAIEAWWVVQAGYITEDDIKICTLPEKCAVDKIIDSGPQLSGSLDYNVVHSLYNKGFIYLDVPISDDSCIAVPPLEGFVMNRVQGDYFETLLYKIFVSIDEHTNVAELANVLEIDLSLVKNAVSMYCRLGFAHKKGQ.... The miRNA is hsa-miR-3682-3p with sequence UGAUGAUACAGGUGGAGGUAG. Result: 0 (no interaction).